From a dataset of Forward reaction prediction with 1.9M reactions from USPTO patents (1976-2016). Predict the product of the given reaction. (1) Given the reactants P(Cl)(Cl)(Cl)=O.[C:6]1([CH3:12])[CH:11]=[CH:10][CH:9]=[CH:8][CH:7]=1.C[N:14]([CH:16]=O)C.[C:18](=O)([O-])O.[Na+].[CH:23]([Cl:26])(Cl)Cl, predict the reaction product. The product is: [Cl:26][C:23]1[CH:7]=[CH:8][C:9]2[C:16](=[CH:12][CH:6]=[C:11]([CH3:18])[CH:10]=2)[N:14]=1. (2) Given the reactants [BH4-].[Na+].[Cl:3][C:4]1[CH:5]=[C:6]2[C:10](=[CH:11][CH:12]=1)[N:9]([S:13]([C:16]1[CH:21]=[CH:20][C:19]([O:22][CH3:23])=[CH:18][C:17]=1[O:24][C:25]([F:28])([F:27])[F:26])(=[O:15])=[O:14])[C:8](=[O:29])[C:7]2([N:46]1[CH2:55][C@H:54]([OH:56])[CH2:53][C@H:47]1[C:48]([N:50]([CH3:52])[CH3:51])=[O:49])[C:30]1[CH:35]=[C:34]([CH:36](O)[C:37]2[CH:42]=[CH:41][CH:40]=[CH:39][CH:38]=2)[CH:33]=[CH:32][C:31]=1[O:44][CH3:45].[OH-].[Na+], predict the reaction product. The product is: [CH2:36]([C:34]1[CH:33]=[CH:32][C:31]([O:44][CH3:45])=[C:30]([C:7]2([N:46]3[CH2:55][C@H:54]([OH:56])[CH2:53][C@H:47]3[C:48]([N:50]([CH3:52])[CH3:51])=[O:49])[C:6]3[C:10](=[CH:11][CH:12]=[C:4]([Cl:3])[CH:5]=3)[N:9]([S:13]([C:16]3[CH:21]=[CH:20][C:19]([O:22][CH3:23])=[CH:18][C:17]=3[O:24][C:25]([F:26])([F:27])[F:28])(=[O:15])=[O:14])[C:8]2=[O:29])[CH:35]=1)[C:37]1[CH:38]=[CH:39][CH:40]=[CH:41][CH:42]=1. (3) Given the reactants Cl.[C:2]1([CH3:10])[CH:7]=[CH:6][C:5]([NH:8]N)=[CH:4][CH:3]=1.O=[C:12]1[CH2:18][CH:17]2[N:19](C(OCCCC)=O)[CH:14]([CH2:15][CH2:16]2)[CH2:13]1.S(=O)(=O)(O)O, predict the reaction product. The product is: [CH3:10][C:2]1[CH:7]=[C:6]2[C:5](=[CH:4][CH:3]=1)[NH:8][C:12]1[CH2:13][CH:14]3[NH:19][CH:17]([C:18]2=1)[CH2:16][CH2:15]3. (4) Given the reactants [OH:1][CH2:2][CH2:3][CH2:4][N:5]1[C:13]2[C:8](=[CH:9][CH:10]=[CH:11][CH:12]=2)[C:7]2([CH2:17][O:16][C:15]3[CH:18]=[C:19]4[C:23](=[CH:24][C:14]2=3)[CH2:22][CH2:21][O:20]4)[C:6]1=[O:25].CC(OI1(OC(C)=O)(OC(C)=O)OC(=O)C2C=CC=CC1=2)=O, predict the reaction product. The product is: [O:25]=[C:6]1[C:7]2([CH2:17][O:16][C:15]3[CH:18]=[C:19]4[C:23](=[CH:24][C:14]2=3)[CH2:22][CH2:21][O:20]4)[C:8]2[C:13](=[CH:12][CH:11]=[CH:10][CH:9]=2)[N:5]1[CH2:4][CH2:3][CH:2]=[O:1]. (5) Given the reactants [Br:1][C:2]1[CH:3]=[C:4]2[C:8](=[CH:9][CH:10]=1)[C:7](=[O:11])[O:6][C:5]2=O.O.[NH2:14][NH2:15], predict the reaction product. The product is: [Br:1][C:2]1[CH:3]=[C:4]2[C:8](=[CH:9][CH:10]=1)[C:7](=[O:11])[NH:15][NH:14][C:5]2=[O:6]. (6) The product is: [CH:1]1([CH2:4][N:5]([CH2:15][CH2:16][CH3:17])[C:6]2[N:11]=[CH:10][N:9]=[C:8]([C:12]([NH:40][C:39]3[CH:41]=[CH:42][CH:43]=[C:37]([N:32]4[CH:36]=[N:35][CH:34]=[N:33]4)[CH:38]=3)=[O:14])[CH:7]=2)[CH2:2][CH2:3]1. Given the reactants [CH:1]1([CH2:4][N:5]([CH2:15][CH2:16][CH3:17])[C:6]2[N:11]=[CH:10][N:9]=[C:8]([C:12]([OH:14])=O)[CH:7]=2)[CH2:3][CH2:2]1.C(N(C(C)C)CC)(C)C.ClC(OC)=O.[N:32]1([C:37]2[CH:38]=[C:39]([CH:41]=[CH:42][CH:43]=2)[NH2:40])[CH:36]=[N:35][CH:34]=[N:33]1, predict the reaction product.